From a dataset of Reaction yield outcomes from USPTO patents with 853,638 reactions. Predict the reaction yield, written as a fraction of the theoretical maximum amount of product (1.0 means a 100% yield; for example, 0.34 means a 34% yield). (1) The reactants are [C:1]([C:3]1[CH:4]=[C:5]([C:10]2[S:14][C:13]([C:15]3[CH:24]=[CH:23][CH:22]=[C:21]4[C:16]=3[CH2:17][CH2:18][CH2:19][C@H:20]4[NH:25][C:26](=[O:32])[O:27][C:28]([CH3:31])([CH3:30])[CH3:29])=[N:12][N:11]=2)[CH:6]=[CH:7][C:8]=1F)#[N:2].[O:33]([CH:35]([CH3:37])[CH3:36])[Na]. The catalyst is CC(O)C. The product is [C:1]([C:3]1[CH:4]=[C:5]([C:10]2[S:14][C:13]([C:15]3[CH:24]=[CH:23][CH:22]=[C:21]4[C:16]=3[CH2:17][CH2:18][CH2:19][C@H:20]4[NH:25][C:26](=[O:32])[O:27][C:28]([CH3:31])([CH3:30])[CH3:29])=[N:12][N:11]=2)[CH:6]=[CH:7][C:8]=1[O:33][CH:35]([CH3:37])[CH3:36])#[N:2]. The yield is 0.610. (2) The reactants are CC(OC([N:8]1[C:12]2[CH:13]=[C:14]([C:17]3[CH:18]=[CH:19][C:20]4[O:26][CH2:25][CH2:24][N:23](C(OC(C)(C)C)=O)[CH2:22][C:21]=4[CH:34]=3)[CH:15]=[CH:16][C:11]=2[N:10]=[C:9]1[CH3:35])=O)(C)C.C(OCC)C.[ClH:41]. The catalyst is CO.O1CCOCC1. The product is [ClH:41].[ClH:41].[CH3:35][C:9]1[NH:8][C:12]2[CH:13]=[C:14]([C:17]3[CH:18]=[CH:19][C:20]4[O:26][CH2:25][CH2:24][NH:23][CH2:22][C:21]=4[CH:34]=3)[CH:15]=[CH:16][C:11]=2[N:10]=1. The yield is 0.930. (3) The reactants are [N:1]([CH2:4][CH:5]1[CH2:9][C:8]2[CH:10]=[CH:11][CH:12]=[C:13]([C:14]3[CH:19]=[CH:18][C:17]([C:20]([F:23])([F:22])[F:21])=[CH:16][CH:15]=3)[C:7]=2[O:6]1)=[N+]=[N-]. The catalyst is [Pd]. The product is [F:22][C:20]([F:21])([F:23])[C:17]1[CH:16]=[CH:15][C:14]([C:13]2[C:7]3[O:6][CH:5]([CH2:4][NH2:1])[CH2:9][C:8]=3[CH:10]=[CH:11][CH:12]=2)=[CH:19][CH:18]=1. The yield is 0.750.